Dataset: Peptide-MHC class II binding affinity with 134,281 pairs from IEDB. Task: Regression. Given a peptide amino acid sequence and an MHC pseudo amino acid sequence, predict their binding affinity value. This is MHC class II binding data. The peptide sequence is MKSSWGAIWRIDPKK. The MHC is HLA-DQA10401-DQB10402 with pseudo-sequence HLA-DQA10401-DQB10402. The binding affinity (normalized) is 0.129.